From a dataset of Reaction yield outcomes from USPTO patents with 853,638 reactions. Predict the reaction yield, written as a fraction of the theoretical maximum amount of product (1.0 means a 100% yield; for example, 0.34 means a 34% yield). (1) The reactants are N1C2C(=CC=C3C=2N=CC=C3)C=CC=1.C([O-])([O-])=O.[Cs+].[Cs+].I[C:22]1[CH:27]=[CH:26][C:25]([O:28][CH3:29])=[CH:24][CH:23]=1.[CH3:30][C:31](=[CH2:34])[CH2:32][OH:33]. The catalyst is [Cu]I.C1(C)C=CC=CC=1. The product is [CH3:34][C:31](=[CH2:30])[CH2:32][O:33][C:22]1[CH:27]=[CH:26][C:25]([O:28][CH3:29])=[CH:24][CH:23]=1. The yield is 0.780. (2) The reactants are [C:1]([O:5][C:6](=[O:57])[CH2:7][N:8]([CH2:49][C:50](=[O:56])[O:51][C:52]([CH3:55])([CH3:54])[CH3:53])[CH2:9][CH2:10][N:11]1[CH2:19][CH2:18][N:17]([CH2:20][CH2:21][N:22]([CH2:31][C:32](=[O:38])[O:33][C:34]([CH3:37])([CH3:36])[CH3:35])[CH2:23][C:24](=[O:30])[O:25][C:26]([CH3:29])([CH3:28])[CH3:27])[CH2:16][CH2:15][N:14](C(OCC2C=CC=CC=2)=O)[CH2:13][CH2:12]1)([CH3:4])([CH3:3])[CH3:2].OCC1(OC[C@@H](O)[C@@H](O)[C@H]1O)O. The catalyst is C(O)C.[Pd]. The product is [C:52]([O:51][C:50](=[O:56])[CH2:49][N:8]([CH2:7][C:6](=[O:57])[O:5][C:1]([CH3:4])([CH3:3])[CH3:2])[CH2:9][CH2:10][N:11]1[CH2:12][CH2:13][NH:14][CH2:15][CH2:16][N:17]([CH2:20][CH2:21][N:22]([CH2:31][C:32]([O:33][C:34]([CH3:37])([CH3:36])[CH3:35])=[O:38])[CH2:23][C:24]([O:25][C:26]([CH3:29])([CH3:28])[CH3:27])=[O:30])[CH2:18][CH2:19]1)([CH3:53])([CH3:54])[CH3:55]. The yield is 0.842. (3) The reactants are [C:1]([O:5][CH2:6][C:7]([CH:13]1[CH2:18][CH2:17][CH2:16][CH2:15][CH2:14]1)([CH2:10][O:11][CH3:12])[CH2:8][OH:9])([CH3:4])([CH3:3])[CH3:2].[H-].[Na+].[CH3:21]I. The catalyst is C1COCC1. The product is [C:1]([O:5][CH2:6][C:7]([CH:13]1[CH2:14][CH2:15][CH2:16][CH2:17][CH2:18]1)([CH2:8][O:9][CH3:21])[CH2:10][O:11][CH3:12])([CH3:4])([CH3:2])[CH3:3]. The yield is 0.650. (4) The reactants are [CH3:1][C:2]1[C:11]([N+:12]([O-:14])=[O:13])=[CH:10][CH:9]=[CH:8][C:3]=1[C:4]([O:6][CH3:7])=[O:5].[Br:15]N1C(=O)CCC1=O. The catalyst is C(Cl)(Cl)(Cl)Cl. The product is [Br:15][CH2:1][C:2]1[C:11]([N+:12]([O-:14])=[O:13])=[CH:10][CH:9]=[CH:8][C:3]=1[C:4]([O:6][CH3:7])=[O:5]. The yield is 0.930. (5) The reactants are [NH2:1][C:2]1[S:6][C:5]2[CH2:7][CH2:8][CH2:9][CH2:10][C:4]=2[C:3]=1[C:11]([C:13]1[O:14][C:15]2[CH:21]=[CH:20][CH:19]=[CH:18][C:16]=2[CH:17]=1)=O.[C:22]([O:29][CH3:30])(=[O:28])[CH2:23][CH2:24][C:25]([CH3:27])=O.Cl[Si](C)(C)C. The catalyst is CN(C=O)C. The product is [CH3:30][O:29][C:22](=[O:28])[CH2:23][C:24]1[C:11]([C:13]2[O:14][C:15]3[CH:21]=[CH:20][CH:19]=[CH:18][C:16]=3[CH:17]=2)=[C:3]2[C:4]3[CH2:10][CH2:9][CH2:8][CH2:7][C:5]=3[S:6][C:2]2=[N:1][C:25]=1[CH3:27]. The yield is 0.850. (6) The reactants are [Cl-].O[NH3+:3].[C:4](=[O:7])([O-])[OH:5].[Na+].CS(C)=O.[CH3:13][C:14]1([CH3:52])[CH2:18][C:17]2[CH:19]=[C:20]([N:23]3[C:28](=[O:29])[C:27]4[CH:30]=[C:31]([CH2:33][CH3:34])[S:32][C:26]=4[N:25]([CH2:35][C:36]4[CH:41]=[CH:40][C:39]([C:42]5[C:43]([C:48]#[N:49])=[CH:44][CH:45]=[CH:46][CH:47]=5)=[CH:38][C:37]=4[F:50])[C:24]3=[O:51])[CH:21]=[CH:22][C:16]=2[O:15]1. The catalyst is O. The product is [CH3:52][C:14]1([CH3:13])[CH2:18][C:17]2[CH:19]=[C:20]([N:23]3[C:28](=[O:29])[C:27]4[CH:30]=[C:31]([CH2:33][CH3:34])[S:32][C:26]=4[N:25]([CH2:35][C:36]4[CH:41]=[CH:40][C:39]([C:42]5[CH:47]=[CH:46][CH:45]=[CH:44][C:43]=5[C:48]5[NH:3][C:4](=[O:7])[O:5][N:49]=5)=[CH:38][C:37]=4[F:50])[C:24]3=[O:51])[CH:21]=[CH:22][C:16]=2[O:15]1. The yield is 0.720. (7) The product is [Cl:8][C:6]1[CH:5]=[CH:4][N:3]2[CH:14]=[C:13]([C:12]3[CH:17]=[CH:18][C:19]([CH3:20])=[C:10]([CH3:9])[CH:11]=3)[N:1]=[C:2]2[CH:7]=1. The yield is 0.690. The reactants are [NH2:1][C:2]1[CH:7]=[C:6]([Cl:8])[CH:5]=[CH:4][N:3]=1.[CH3:9][C:10]1[CH:11]=[C:12]([CH:17]=[CH:18][C:19]=1[CH3:20])[C:13](=O)[CH2:14]Br.C([O-])(O)=O.[Na+]. The catalyst is C(O)C. (8) The reactants are [O:1]=[S:2]1(=[O:18])[C:7]2[CH:8]=[C:9]([NH:12][S:13]([CH3:16])(=[O:15])=[O:14])[CH:10]=[CH:11][C:6]=2[NH:5]C(=O)[NH:3]1. The catalyst is Cl.O. The product is [NH2:5][C:6]1[CH:11]=[CH:10][C:9]([NH:12][S:13]([CH3:16])(=[O:14])=[O:15])=[CH:8][C:7]=1[S:2]([NH2:3])(=[O:1])=[O:18]. The yield is 0.450.